Task: Predict the reactants needed to synthesize the given product.. Dataset: Full USPTO retrosynthesis dataset with 1.9M reactions from patents (1976-2016) (1) Given the product [CH3:1][O:2][C:3]1[CH:21]=[CH:20][C:6]2[NH:7][C:8]([S:10]([CH2:11][C:12]3[CH:17]=[CH:16][CH:15]=[C:14]([CH3:18])[C:13]=3[NH2:19])=[O:24])=[N:9][C:5]=2[CH:4]=1, predict the reactants needed to synthesize it. The reactants are: [CH3:1][O:2][C:3]1[CH:21]=[CH:20][C:6]2[NH:7][C:8]([S:10][CH2:11][C:12]3[CH:17]=[CH:16][CH:15]=[C:14]([CH3:18])[C:13]=3[NH2:19])=[N:9][C:5]=2[CH:4]=1.C([O:24]CC)C. (2) Given the product [NH2:22][C:19]1[CH:20]=[CH:21][C:16]([NH:15][CH2:14][C:11]2[CH:12]=[CH:13][C:8]([C:4]3[C:3]([C:26]([O:28][CH3:29])=[O:27])=[C:2]([F:1])[CH:7]=[CH:6][CH:5]=3)=[CH:9][C:10]=2[F:25])=[N:17][CH:18]=1, predict the reactants needed to synthesize it. The reactants are: [F:1][C:2]1[CH:7]=[CH:6][CH:5]=[C:4]([C:8]2[CH:13]=[CH:12][C:11]([CH2:14][NH:15][C:16]3[CH:21]=[CH:20][C:19]([N+:22]([O-])=O)=[CH:18][N:17]=3)=[C:10]([F:25])[CH:9]=2)[C:3]=1[C:26]([O:28][CH3:29])=[O:27]. (3) Given the product [C:39]([O:38][C:37]([C:58]1[CH:59]=[CH:60][C:61]([C:2]2[C:3]([C:16]3[CH:21]=[CH:20][CH:19]=[CH:18][CH:17]=3)=[N:4][C:5]3[C:10]([N:11]=2)=[CH:9][C:8]([C:12]([O:14][CH3:15])=[O:13])=[CH:7][CH:6]=3)=[CH:62][CH:63]=1)=[O:43])([CH3:42])([CH3:41])[CH3:40], predict the reactants needed to synthesize it. The reactants are: Br[C:2]1[C:3]([C:16]2[CH:21]=[CH:20][CH:19]=[CH:18][CH:17]=2)=[N:4][C:5]2[C:10]([N:11]=1)=[CH:9][C:8]([C:12]([O:14][CH3:15])=[O:13])=[CH:7][CH:6]=2.CC1(C)C(C)(C)OB(C2C=CC(N[C:37](=[O:43])[O:38][C:39]([CH3:42])([CH3:41])[CH3:40])=CC=2)O1.[CH:58]1(P([CH:58]2[CH2:63][CH2:62][CH2:61][CH2:60][CH2:59]2)[CH:58]2[CH2:63][CH2:62][CH2:61][CH2:60][CH2:59]2)[CH2:63][CH2:62][CH2:61][CH2:60][CH2:59]1.[O-]P([O-])([O-])=O.[K+].[K+].[K+]. (4) Given the product [CH2:23]([N:8]([CH2:1][C:2]1[CH:7]=[CH:6][CH:5]=[CH:4][CH:3]=1)[C:9]1[CH:10]=[C:11]([F:22])[C:12]([NH2:16])=[C:13]([F:15])[CH:14]=1)[C:24]1[CH:25]=[CH:26][CH:27]=[CH:28][CH:29]=1, predict the reactants needed to synthesize it. The reactants are: [CH2:1]([N:8]([CH2:23][C:24]1[CH:29]=[CH:28][CH:27]=[CH:26][CH:25]=1)[C:9]1[CH:14]=[C:13]([F:15])[C:12]([NH:16]C(=O)OCC)=[C:11]([F:22])[CH:10]=1)[C:2]1[CH:7]=[CH:6][CH:5]=[CH:4][CH:3]=1.[OH-].[K+]. (5) Given the product [F:1][C:2]1[CH:3]=[C:4]2[C:9](=[CH:10][C:11]=1[O:12][CH2:13][C@H:14]([O:16][CH3:17])[CH3:15])[N:8]=[C:7]([CH:18]=[O:19])[CH:6]=[CH:5]2, predict the reactants needed to synthesize it. The reactants are: [F:1][C:2]1[CH:3]=[C:4]2[C:9](=[CH:10][C:11]=1[O:12][CH2:13][C@H:14]([O:16][CH3:17])[CH3:15])[N:8]=[C:7]([CH3:18])[CH:6]=[CH:5]2.[O:19]1CCOCC1.